The task is: Predict the product of the given reaction.. This data is from Forward reaction prediction with 1.9M reactions from USPTO patents (1976-2016). (1) Given the reactants [C:1]([N:4]1[C:12]2[CH:11]=[CH:10][CH:9]=[C:8]3[CH2:13][CH2:14][N:15](C(OC(C)(C)C)=O)[CH2:16][CH:6]([C:7]=23)[CH2:5]1)(=[O:3])[CH3:2].[ClH:24].C(OCC)(=O)C, predict the reaction product. The product is: [ClH:24].[N:4]1([C:1](=[O:3])[CH3:2])[C:12]2[CH:11]=[CH:10][CH:9]=[C:8]3[CH2:13][CH2:14][NH:15][CH2:16][CH:6]([C:7]=23)[CH2:5]1. (2) Given the reactants FC(F)(F)C(O)=O.[CH:8]1([C:11]2[C:12]([O:21][C@@H:22]3[CH2:27][CH2:26][CH2:25][NH:24][CH2:23]3)=[CH:13][C:14]([F:20])=[C:15]([CH:19]=2)[C:16]([OH:18])=[O:17])[CH2:10][CH2:9]1.[Cl:28][C:29]1[CH:30]=[C:31]([CH:34]=[C:35]([Cl:37])[CH:36]=1)[CH:32]=O.C(O[BH-](OC(=O)C)OC(=O)C)(=O)C.[Na+].Cl, predict the reaction product. The product is: [ClH:28].[CH:8]1([C:11]2[C:12]([O:21][C@@H:22]3[CH2:27][CH2:26][CH2:25][N:24]([CH2:32][C:31]4[CH:30]=[C:29]([Cl:28])[CH:36]=[C:35]([Cl:37])[CH:34]=4)[CH2:23]3)=[CH:13][C:14]([F:20])=[C:15]([CH:19]=2)[C:16]([OH:18])=[O:17])[CH2:9][CH2:10]1. (3) Given the reactants [CH2:1]([O:3][C:4](=[O:33])[C@H:5]([CH2:31][OH:32])[CH2:6][C@H:7]([NH:23][C:24]([O:26][C:27]([CH3:30])([CH3:29])[CH3:28])=[O:25])[CH2:8][C:9]1[CH:14]=[CH:13][C:12]([C:15]2[CH:20]=[C:19]([Cl:21])[CH:18]=[CH:17][C:16]=2[F:22])=[CH:11][CH:10]=1)[CH3:2].[Br:34][C:35]1[CH:40]=[CH:39][C:38]([S:41](Cl)(=[O:43])=[O:42])=[CH:37][CH:36]=1.CCN(CC)CC, predict the reaction product. The product is: [CH2:1]([O:3][C:4](=[O:33])[C@H:5]([CH2:31][O:32][S:41]([C:38]1[CH:39]=[CH:40][C:35]([Br:34])=[CH:36][CH:37]=1)(=[O:43])=[O:42])[CH2:6][C@H:7]([NH:23][C:24]([O:26][C:27]([CH3:29])([CH3:28])[CH3:30])=[O:25])[CH2:8][C:9]1[CH:14]=[CH:13][C:12]([C:15]2[CH:20]=[C:19]([Cl:21])[CH:18]=[CH:17][C:16]=2[F:22])=[CH:11][CH:10]=1)[CH3:2]. (4) Given the reactants [Cl:1][C:2]1[C:3]([F:34])=[C:4]([NH:8][C:9]2[C:18]3[C:13](=[CH:14][C:15]([O:21][CH:22]4[CH2:27][CH2:26][N:25]([C:28](=[O:33])[C@H:29]([NH:31][CH3:32])[CH3:30])[CH2:24][CH2:23]4)=[C:16]([O:19][CH3:20])[CH:17]=3)[N:12]=[CH:11][N:10]=2)[CH:5]=[CH:6][CH:7]=1.C=O.S([O-])([O-])(=O)=O.[Mg+2].Cl.O1CCOC[CH2:45]1.C([BH3-])#N.[Na+], predict the reaction product. The product is: [Cl:1][C:2]1[C:3]([F:34])=[C:4]([NH:8][C:9]2[C:18]3[C:13](=[CH:14][C:15]([O:21][CH:22]4[CH2:27][CH2:26][N:25]([C:28](=[O:33])[C@H:29]([N:31]([CH3:45])[CH3:32])[CH3:30])[CH2:24][CH2:23]4)=[C:16]([O:19][CH3:20])[CH:17]=3)[N:12]=[CH:11][N:10]=2)[CH:5]=[CH:6][CH:7]=1. (5) The product is: [CH2:1]([O:3][C:4](=[O:25])[C:5]1[CH:10]=[CH:9][C:8]([NH:11][C:12]([C:14]2[CH:23]=[C:22]3[C:17]([CH2:18][CH2:19][CH2:20][N:21]3[S:33]([C:29]3[CH:30]=[CH:31][CH:32]=[C:27]([F:26])[CH:28]=3)(=[O:35])=[O:34])=[CH:16][CH:15]=2)=[O:13])=[CH:7][C:6]=1[F:24])[CH3:2]. Given the reactants [CH2:1]([O:3][C:4](=[O:25])[C:5]1[CH:10]=[CH:9][C:8]([NH:11][C:12]([C:14]2[CH:23]=[C:22]3[C:17]([CH2:18][CH2:19][CH2:20][NH:21]3)=[CH:16][CH:15]=2)=[O:13])=[CH:7][C:6]=1[F:24])[CH3:2].[F:26][C:27]1[CH:28]=[C:29]([S:33](Cl)(=[O:35])=[O:34])[CH:30]=[CH:31][CH:32]=1, predict the reaction product.